Dataset: Forward reaction prediction with 1.9M reactions from USPTO patents (1976-2016). Task: Predict the product of the given reaction. (1) Given the reactants Br[C:2]1[S:6][C:5]([CH:7]=[O:8])=[CH:4][CH:3]=1.[CH3:9][S:10]([C:13]1[CH:18]=[CH:17][C:16](B(O)O)=[CH:15][CH:14]=1)(=[O:12])=[O:11], predict the reaction product. The product is: [CH3:9][S:10]([C:13]1[CH:18]=[CH:17][C:16]([C:2]2[S:6][C:5]([CH:7]=[O:8])=[CH:4][CH:3]=2)=[CH:15][CH:14]=1)(=[O:12])=[O:11]. (2) Given the reactants C([O:8][C:9]1[CH:14]=[CH:13][CH:12]=[CH:11][C:10]=1[C:15]1[N:16]=[CH:17][O:18][CH:19]=1)C1C=CC=CC=1, predict the reaction product. The product is: [O:18]1[CH:19]=[C:15]([C:10]2[CH:11]=[CH:12][CH:13]=[CH:14][C:9]=2[OH:8])[N:16]=[CH:17]1. (3) Given the reactants [Br:1][C:2]1[CH:3]=[C:4]([CH:9]=[C:10]([CH2:12][N:13]([CH2:15][CH2:16][CH2:17][CH3:18])[CH3:14])[CH:11]=1)[C:5]([O:7]C)=O.C(N(C(C)C)CC)(C)C.CN(C(ON1N=NC2C=CC=NC1=2)=[N+](C)C)C.F[P-](F)(F)(F)(F)F.[ClH:52].Cl.[NH2:54][C@@:55](C)([CH2:71][C:72]1[CH:77]=[C:76]([F:78])[CH:75]=[C:74]([F:79])[CH:73]=1)[C@H:56]([OH:70])[CH2:57][NH:58][C:59]1([C:62]2[CH:67]=[CH:66][CH:65]=[C:64]([C:68]#[CH:69])[CH:63]=2)[CH2:61][CH2:60]1, predict the reaction product. The product is: [ClH:52].[ClH:52].[Br:1][C:2]1[CH:3]=[C:4]([CH:9]=[C:10]([CH2:12][N:13]([CH2:15][CH2:16][CH2:17][CH3:18])[CH3:14])[CH:11]=1)[C:5]([NH:54][C@@H:55]([CH2:71][C:72]1[CH:73]=[C:74]([F:79])[CH:75]=[C:76]([F:78])[CH:77]=1)[C@H:56]([OH:70])[CH2:57][NH:58][C:59]1([C:62]2[CH:67]=[CH:66][CH:65]=[C:64]([C:68]#[CH:69])[CH:63]=2)[CH2:61][CH2:60]1)=[O:7]. (4) Given the reactants [CH2:1]([O:3][C:4]([C@H:6]1[CH2:11][CH2:10][C@H:9]([C:12]2[CH:17]=[CH:16][CH:15]=[C:14](N)[N:13]=2)[CH2:8][CH2:7]1)=[O:5])[CH3:2].N1C=CC=CC=1.N([O-])=O.[Na+].[FH:29], predict the reaction product. The product is: [CH2:1]([O:3][C:4]([C@H:6]1[CH2:11][CH2:10][C@H:9]([C:12]2[CH:17]=[CH:16][CH:15]=[C:14]([F:29])[N:13]=2)[CH2:8][CH2:7]1)=[O:5])[CH3:2]. (5) Given the reactants [N:1]1([CH2:6][CH2:7][N:8]2[CH2:13][CH2:12][NH:11][CH2:10][CH2:9]2)[CH:5]=[CH:4][N:3]=[CH:2]1.Br[CH2:15][C:16]#[N:17].C([O-])([O-])=O.[K+].[K+], predict the reaction product. The product is: [N:1]1([CH2:6][CH2:7][N:8]2[CH2:9][CH2:10][N:11]([CH2:15][C:16]#[N:17])[CH2:12][CH2:13]2)[CH:5]=[CH:4][N:3]=[CH:2]1.